From a dataset of Full USPTO retrosynthesis dataset with 1.9M reactions from patents (1976-2016). Predict the reactants needed to synthesize the given product. (1) Given the product [CH3:14][C:13]([C:11]1[S:12][C:8]([C:6]2[CH:5]=[CH:4][N:3]=[C:2]([CH3:36])[N:7]=2)=[C:9]([C:17]2[C:18]([F:35])=[C:19]([NH:23][S:24]([C:27]3[CH:32]=[C:31]([F:33])[CH:30]=[CH:29][C:28]=3[F:34])(=[O:26])=[O:25])[CH:20]=[CH:21][CH:22]=2)[N:10]=1)([CH3:16])[CH3:15], predict the reactants needed to synthesize it. The reactants are: Cl[C:2]1[N:7]=[C:6]([C:8]2[S:12][C:11]([C:13]([CH3:16])([CH3:15])[CH3:14])=[N:10][C:9]=2[C:17]2[C:18]([F:35])=[C:19]([NH:23][S:24]([C:27]3[CH:32]=[C:31]([F:33])[CH:30]=[CH:29][C:28]=3[F:34])(=[O:26])=[O:25])[CH:20]=[CH:21][CH:22]=2)[CH:5]=[CH:4][N:3]=1.[CH3:36][Zn]C.C1(C)C=CC=CC=1.CO. (2) Given the product [F:15][C:2]([F:14])([F:1])[C:3]1[C:11]([C:12]#[N:13])=[CH:10][CH:9]=[C:8]2[C:4]=1[CH:5]=[CH:6][N:7]2[CH2:17][C:18]1[N:22]=[C:21]([C:23]2[CH:24]=[CH:25][C:26]([C:29]([F:32])([F:30])[F:31])=[CH:27][CH:28]=2)[O:20][N:19]=1, predict the reactants needed to synthesize it. The reactants are: [F:1][C:2]([F:15])([F:14])[C:3]1[C:11]([C:12]#[N:13])=[CH:10][CH:9]=[C:8]2[C:4]=1[CH:5]=[CH:6][NH:7]2.Cl[CH2:17][C:18]1[N:22]=[C:21]([C:23]2[CH:28]=[CH:27][C:26]([C:29]([F:32])([F:31])[F:30])=[CH:25][CH:24]=2)[O:20][N:19]=1. (3) Given the product [Br:1][C:2]1[C:9]([O:10][CH2:12][O:13][CH3:14])=[CH:8][C:5]([CH:6]=[O:7])=[C:4]([F:11])[CH:3]=1, predict the reactants needed to synthesize it. The reactants are: [Br:1][C:2]1[C:9]([OH:10])=[CH:8][C:5]([CH:6]=[O:7])=[C:4]([F:11])[CH:3]=1.[CH2:12](Cl)[O:13][CH3:14].[H-].[Na+].CCOCC. (4) Given the product [CH3:1][O:2][C:3]([C:5]1[CH:13]=[C:12]2[C:8]([C:9]([CH3:14])=[CH:10][NH:11]2)=[CH:7][CH:6]=1)=[O:4], predict the reactants needed to synthesize it. The reactants are: [CH3:1][O:2][C:3]([C:5]1[CH:13]=[C:12]2[C:8]([C:9]([CH:14]=O)=[CH:10][NH:11]2)=[CH:7][CH:6]=1)=[O:4].C1(C)C=CC(S(O)(=O)=O)=CC=1.C([BH3-])#N.[Na+].O.